From a dataset of Full USPTO retrosynthesis dataset with 1.9M reactions from patents (1976-2016). Predict the reactants needed to synthesize the given product. (1) Given the product [Cl:1][C:2]1[CH:3]=[C:4]([C:8]2[C:17]3[C:12](=[CH:13][CH:14]=[C:15]([C:18]([OH:25])([C:26]4[CH:27]=[CH:28][C:31]([CH2:30][NH:40][CH2:39][CH2:38][O:37][CH3:36])=[CH:32][CH:33]=4)[C:19]4[N:23]([CH3:24])[CH:22]=[N:21][CH:20]=4)[CH:16]=3)[N:11]([CH3:34])[C:10](=[O:35])[CH:9]=2)[CH:5]=[CH:6][CH:7]=1, predict the reactants needed to synthesize it. The reactants are: [Cl:1][C:2]1[CH:3]=[C:4]([C:8]2[C:17]3[C:12](=[CH:13][CH:14]=[C:15]([C:18]([C:26]4[CH:33]=[CH:32][CH:31]=[CH:30][C:27]=4[CH:28]=O)([OH:25])[C:19]4[N:23]([CH3:24])[CH:22]=[N:21][CH:20]=4)[CH:16]=3)[N:11]([CH3:34])[C:10](=[O:35])[CH:9]=2)[CH:5]=[CH:6][CH:7]=1.[CH3:36][O:37][CH2:38][CH2:39][NH2:40].C(O)(=O)C.[BH3-]C#N.[Na+]. (2) Given the product [CH2:14]([O:1][C:2]1[C:3]([CH3:11])=[CH:4][C:5]([C:6]#[N:7])=[CH:8][C:9]=1[CH3:10])[C:15]1[CH:20]=[CH:19][CH:18]=[CH:17][CH:16]=1, predict the reactants needed to synthesize it. The reactants are: [OH:1][C:2]1[C:9]([CH3:10])=[CH:8][C:5]([C:6]#[N:7])=[CH:4][C:3]=1[CH3:11].[H-].[Na+].[CH2:14](Br)[C:15]1[CH:20]=[CH:19][CH:18]=[CH:17][CH:16]=1. (3) Given the product [CH3:27][O:26][C:25]([NH:24][C@@H:20]([CH:21]([CH3:23])[CH3:22])[C:19]([N:13]1[C@H:12]([C:10]2[NH:9][C:8]3[C:30]4[C:4]([CH:5]=[CH:6][C:7]=3[N:11]=2)=[CH:3][C:2]([C:41]2[CH:42]=[C:43]3[C:63](=[CH:64][CH:65]=2)[C:47]2[NH:48][C:49]([C@@H:51]5[CH2:55][CH2:54][CH2:53][N:52]5[C:56]([O:58][C:59]([CH3:61])([CH3:62])[CH3:60])=[O:57])=[N:50][C:46]=2[CH:45]=[CH:44]3)=[CH:32][CH:31]=4)[C@H:17]2[CH2:18][C@@H:14]1[CH2:15][CH2:16]2)=[O:29])=[O:28], predict the reactants needed to synthesize it. The reactants are: Br[C:2]1[CH:3]=[C:4]2[C:30](=[CH:31][CH:32]=1)[C:8]1[NH:9][C:10]([C@@H:12]3[C@H:17]4[CH2:18][C@H:14]([CH2:15][CH2:16]4)[N:13]3[C:19](=[O:29])[C@@H:20]([NH:24][C:25](=[O:28])[O:26][CH3:27])[CH:21]([CH3:23])[CH3:22])=[N:11][C:7]=1[CH:6]=[CH:5]2.CC1(C)C(C)(C)OB([C:41]2[CH:42]=[C:43]3[C:63](=[CH:64][CH:65]=2)[C:47]2[NH:48][C:49]([C@@H:51]4[CH2:55][CH2:54][CH2:53][N:52]4[C:56]([O:58][C:59]([CH3:62])([CH3:61])[CH3:60])=[O:57])=[N:50][C:46]=2[CH:45]=[CH:44]3)O1.P([O-])([O-])([O-])=O.[K+].[K+].[K+].